Dataset: Forward reaction prediction with 1.9M reactions from USPTO patents (1976-2016). Task: Predict the product of the given reaction. (1) Given the reactants Br[CH2:2][CH2:3][CH2:4][N:5]1[C:9](=[O:10])[C:8]2=[CH:11][CH:12]=[CH:13][CH:14]=[C:7]2[C:6]1=[O:15].[CH3:16][S-:17].[Na+], predict the reaction product. The product is: [CH3:16][S:17][CH2:2][CH2:3][CH2:4][N:5]1[C:9](=[O:10])[C:8]2[C:7](=[CH:14][CH:13]=[CH:12][CH:11]=2)[C:6]1=[O:15]. (2) Given the reactants [Br:1][C:2]1[CH:7]=[CH:6][C:5]([C@@H:8]([N:10]2[CH2:15][CH2:14][C:13]([CH2:19][CH2:20][C:21]([OH:23])=[O:22])([CH:16]([CH3:18])[CH3:17])[O:12][C:11]2=[O:24])[CH3:9])=[CH:4][CH:3]=1.O=S(Cl)Cl.[CH3:29]O, predict the reaction product. The product is: [Br:1][C:2]1[CH:7]=[CH:6][C:5]([C@@H:8]([N:10]2[CH2:15][CH2:14][C:13]([CH2:19][CH2:20][C:21]([O:23][CH3:29])=[O:22])([CH:16]([CH3:17])[CH3:18])[O:12][C:11]2=[O:24])[CH3:9])=[CH:4][CH:3]=1.